Predict the reactants needed to synthesize the given product. From a dataset of Full USPTO retrosynthesis dataset with 1.9M reactions from patents (1976-2016). (1) Given the product [O:1]1[CH:5]=[N:4][C:3]([C:6]2[CH:7]=[C:8]([CH:29]=[CH:30][CH:31]=2)[CH2:9][CH2:10][O:11][CH2:12][CH2:13][C:14]([N:16]([CH:23]2[CH2:28][CH2:27][CH2:26][CH2:25][CH2:24]2)[CH2:17][CH:18]=[O:19])=[O:15])=[N:2]1, predict the reactants needed to synthesize it. The reactants are: [O:1]1[CH:5]=[N:4][C:3]([C:6]2[CH:7]=[C:8]([CH:29]=[CH:30][CH:31]=2)[CH2:9][CH2:10][O:11][CH2:12][CH2:13][C:14]([N:16]([CH:23]2[CH2:28][CH2:27][CH2:26][CH2:25][CH2:24]2)[CH2:17][CH:18](OC)[O:19]C)=[O:15])=[N:2]1.C1(C)C=CC(S(O)(=O)=O)=CC=1. (2) Given the product [CH2:29]([N:26]1[C:21]2=[N:22][C:23]([CH2:24][CH3:25])=[C:18]([CH2:17][NH:16][C:14](=[O:15])[CH2:13][C:12]([NH:11][CH2:10][C:4]3[CH:3]=[C:2]([C:45]4[CH:44]=[CH:43][CH:42]=[C:41]([CH:39]=[O:40])[CH:46]=4)[C:7]([O:8][CH3:9])=[CH:6][CH:5]=3)=[O:38])[C:19]([NH:31][CH:32]3[CH2:37][CH2:36][O:35][CH2:34][CH2:33]3)=[C:20]2[CH:28]=[N:27]1)[CH3:30], predict the reactants needed to synthesize it. The reactants are: Br[C:2]1[CH:3]=[C:4]([CH2:10][NH:11][C:12](=[O:38])[CH2:13][C:14]([NH:16][CH2:17][C:18]2[C:19]([NH:31][CH:32]3[CH2:37][CH2:36][O:35][CH2:34][CH2:33]3)=[C:20]3[CH:28]=[N:27][N:26]([CH2:29][CH3:30])[C:21]3=[N:22][C:23]=2[CH2:24][CH3:25])=[O:15])[CH:5]=[CH:6][C:7]=1[O:8][CH3:9].[CH:39]([C:41]1[CH:42]=[C:43](B(O)O)[CH:44]=[CH:45][CH:46]=1)=[O:40].C(=O)([O-])[O-].[Na+].[Na+].O1CCOCC1. (3) Given the product [F:1][C:2]1([F:22])[CH2:8][CH:7]2[NH:9][CH:3]1[CH2:4][O:5][CH2:6]2, predict the reactants needed to synthesize it. The reactants are: [F:1][C:2]1([F:22])[CH2:8][CH:7]2[N:9](S(C3C=CC=CC=3[N+]([O-])=O)(=O)=O)[CH:3]1[CH2:4][O:5][CH2:6]2.[Li+].[OH-].SCC(O)=O.